This data is from Catalyst prediction with 721,799 reactions and 888 catalyst types from USPTO. The task is: Predict which catalyst facilitates the given reaction. (1) Reactant: [CH:1]1([C:4]2[O:5][C:6]3[C:7](=[C:9]([C:21]#[N:22])[C:10]([CH3:20])=[C:11]([C:14]4[CH:19]=[CH:18][CH:17]=[CH:16][CH:15]=4)[C:12]=3F)[N:8]=2)[CH2:3][CH2:2]1.C(=O)([O-])[O-].[K+].[K+].[C:29]([O:36][CH3:37])(=[O:35])[CH2:30][C:31]([O:33][CH3:34])=[O:32].C(OCC)(=O)C. Product: [C:21]([C:9]1[C:7]2[N:8]=[C:4]([CH:1]3[CH2:3][CH2:2]3)[O:5][C:6]=2[C:12]([CH:30]([C:29]([O:36][CH3:37])=[O:35])[C:31]([O:33][CH3:34])=[O:32])=[C:11]([C:14]2[CH:19]=[CH:18][CH:17]=[CH:16][CH:15]=2)[C:10]=1[CH3:20])#[N:22]. The catalyst class is: 58. (2) Reactant: [Br:1][C:2]1[CH:3]=[C:4]([C:12]#[N:13])[C:5](=[O:11])[NH:6][C:7]=1[CH:8]([CH3:10])[CH3:9].C(N(CC)CC)C.[F:21][C:22]([F:35])([F:34])[S:23](O[S:23]([C:22]([F:35])([F:34])[F:21])(=[O:25])=[O:24])(=[O:25])=[O:24]. Product: [F:21][C:22]([F:35])([F:34])[S:23]([O:11][C:5]1[C:4]([C:12]#[N:13])=[CH:3][C:2]([Br:1])=[C:7]([CH:8]([CH3:10])[CH3:9])[N:6]=1)(=[O:25])=[O:24]. The catalyst class is: 64. (3) Reactant: [F:1][C:2]1[CH:7]=[CH:6][C:5]([CH2:8][C:9](O)=[O:10])=[CH:4][C:3]=1[N+:12]([O-:14])=[O:13].CN1CCOCC1.C(OC(Cl)=O)C(C)C.[BH4-].[Na+].[H][H]. Product: [F:1][C:2]1[CH:7]=[CH:6][C:5]([CH2:8][CH2:9][OH:10])=[CH:4][C:3]=1[N+:12]([O-:14])=[O:13]. The catalyst class is: 762. (4) Reactant: [S:1](=[O:37])(=[O:36])([O:3][C:4]1[CH:9]=[CH:8][C:7]([C:10]2[N:11]=[CH:12][N:13]([C:15](=[O:35])[N:16]([CH:18]3[CH2:23][CH2:22][N:21]([CH2:24][C:25]4[CH:30]=[C:29]([O:31][CH3:32])[CH:28]=[C:27]([O:33][CH3:34])[CH:26]=4)[CH2:20][CH2:19]3)[CH3:17])[CH:14]=2)=[CH:6][CH:5]=1)[NH2:2].CO.[ClH:40]. Product: [ClH:40].[S:1](=[O:36])(=[O:37])([O:3][C:4]1[CH:9]=[CH:8][C:7]([C:10]2[N:11]=[CH:12][N:13]([C:15](=[O:35])[N:16]([CH:18]3[CH2:19][CH2:20][N:21]([CH2:24][C:25]4[CH:26]=[C:27]([O:33][CH3:34])[CH:28]=[C:29]([O:31][CH3:32])[CH:30]=4)[CH2:22][CH2:23]3)[CH3:17])[CH:14]=2)=[CH:6][CH:5]=1)[NH2:2]. The catalyst class is: 13. (5) Product: [CH2:1]([C:3]1[N:4]([CH2:16][CH2:17][CH2:18][CH2:19][NH:20][CH:28]2[CH2:29][CH2:30][O:25][CH2:26][CH2:27]2)[C:5]2[C:14]3[CH:13]=[CH:12][CH:11]=[CH:10][C:9]=3[N:8]=[CH:7][C:6]=2[N:15]=1)[CH3:2]. Reactant: [CH2:1]([C:3]1[N:4]([CH2:16][CH2:17][CH2:18][CH2:19][NH2:20])[C:5]2[C:14]3[CH:13]=[CH:12][CH:11]=[CH:10][C:9]=3[N:8]=[CH:7][C:6]=2[N:15]=1)[CH3:2].C(O)(=O)C.[O:25]1[CH2:30][CH2:29][C:28](=O)[CH2:27][CH2:26]1.C(O[BH-](OC(=O)C)OC(=O)C)(=O)C.[Na+]. The catalyst class is: 7. (6) Reactant: [Br:1][C:2]1[C:14]2[C:13]3[C:8](=[CH:9][C:10]([CH2:15][OH:16])=[CH:11][CH:12]=3)[NH:7][C:6]=2[C:5]([C:17]([NH2:19])=[O:18])=[CH:4][CH:3]=1.[CH3:20][S:21](Cl)(=[O:23])=[O:22].C([O-])(O)=O.[Na+]. Product: [CH3:20][S:21]([O:16][CH2:15][C:10]1[CH:11]=[CH:12][C:13]2[C:14]3[C:6](=[C:5]([C:17](=[O:18])[NH2:19])[CH:4]=[CH:3][C:2]=3[Br:1])[NH:7][C:8]=2[CH:9]=1)(=[O:23])=[O:22]. The catalyst class is: 1. (7) Reactant: O=C1C2C(=CC=CC=2)[C:4](=[O:11])[N:3]1[C:12]1[CH:17]=[CH:16][C:15]([N:18]2[C:26](=[O:27])C3C(=CC=CC=3)C2=O)=[CH:14][C:13]=1[O:29][CH2:30][C:31](=O)[CH3:32].[OH2:34].NN.[BH4-].[Na+].[C:39]([O-:42])(O)=O.[Na+].ClC(O[CH2:48][C:49]1[CH:54]=[CH:53][CH:52]=[CH:51][CH:50]=1)=O. Product: [CH2:39]([O:42][C:26]([NH:18][C:15]1[CH:16]=[CH:17][C:12]2[N:3]([C:4]([O:11][CH2:48][C:49]3[CH:54]=[CH:53][CH:52]=[CH:51][CH:50]=3)=[O:34])[CH:31]([CH3:32])[CH2:30][O:29][C:13]=2[CH:14]=1)=[O:27])[C:12]1[CH:17]=[CH:16][CH:15]=[CH:14][CH:13]=1. The catalyst class is: 36. (8) Reactant: [Br:1][C:2]1[CH:7]=[CH:6][C:5]([N:8]2[C:12]([CH3:13])=[CH:11][C:10]([C:14](O)=[O:15])=[N:9]2)=[C:4]([C:17]([N:19]2[C@H:28]([CH2:29][OH:30])[CH2:27][C:26]3[C:21](=[CH:22][CH:23]=[CH:24][CH:25]=3)[CH2:20]2)=[O:18])[CH:3]=1.[CH2:31]([NH:35][CH2:36][CH2:37][CH2:38][CH3:39])[CH2:32][CH2:33][CH3:34].CCN=C=NCCCN(C)C.Cl.C1C=CC2N(O)N=NC=2C=1. Product: [Br:1][C:2]1[CH:7]=[CH:6][C:5]([N:8]2[C:12]([CH3:13])=[CH:11][C:10]([C:14]([N:35]([CH2:36][CH2:37][CH2:38][CH3:39])[CH2:31][CH2:32][CH2:33][CH3:34])=[O:15])=[N:9]2)=[C:4]([C:17]([N:19]2[C@H:28]([CH2:29][OH:30])[CH2:27][C:26]3[C:21](=[CH:22][CH:23]=[CH:24][CH:25]=3)[CH2:20]2)=[O:18])[CH:3]=1. The catalyst class is: 18.